Predict which catalyst facilitates the given reaction. From a dataset of Catalyst prediction with 721,799 reactions and 888 catalyst types from USPTO. (1) Reactant: COC1C=C(OC)C=CC=1C[N:6]([C:30]1[CH:35]=[CH:34][N:33]=[CH:32][N:31]=1)[S:7]([C:10]1[CH:15]=[C:14]([F:16])[C:13]([O:17][C@@H:18]2[CH2:22][CH2:21][CH2:20][C@H:19]2[C:23]2[N:27]([CH3:28])[N:26]=[CH:25][CH:24]=2)=[CH:12][C:11]=1[F:29])(=[O:9])=[O:8].C([SiH](CC)CC)C.FC(F)(F)C(O)=O. Product: [F:29][C:11]1[CH:12]=[C:13]([O:17][C@@H:18]2[CH2:22][CH2:21][CH2:20][C@H:19]2[C:23]2[N:27]([CH3:28])[N:26]=[CH:25][CH:24]=2)[C:14]([F:16])=[CH:15][C:10]=1[S:7]([NH:6][C:30]1[CH:35]=[CH:34][N:33]=[CH:32][N:31]=1)(=[O:8])=[O:9]. The catalyst class is: 4. (2) Reactant: [CH2:1]([O:8][N:9]([C:28]([Cl:30])=[O:29])[C@H:10]1[CH2:15][N:14](C(OC(C)(C)C)=O)[C@H:13]([C:23]2[N:27]=[CH:26][O:25][N:24]=2)[CH2:12][CH2:11]1)[C:2]1[CH:7]=[CH:6][CH:5]=[CH:4][CH:3]=1.Cl. Product: [O:25]1[CH:26]=[N:27][C:23]([C@H:13]2[NH:14][CH2:15][C@H:10]([N:9]([O:8][CH2:1][C:2]3[CH:7]=[CH:6][CH:5]=[CH:4][CH:3]=3)[C:28]([Cl:30])=[O:29])[CH2:11][CH2:12]2)=[N:24]1. The catalyst class is: 12.